Dataset: Reaction yield outcomes from USPTO patents with 853,638 reactions. Task: Predict the reaction yield, written as a fraction of the theoretical maximum amount of product (1.0 means a 100% yield; for example, 0.34 means a 34% yield). The reactants are [CH3:1][NH:2][CH2:3][C:4]1[N:5]([CH3:13])[C:6]2[C:11]([CH:12]=1)=[CH:10][CH:9]=[CH:8][CH:7]=2.CNCC1C=CC2C(=CC=CC=2)C=1CCC.Cl.[O:31]=[C:32]1[NH:45][C:35]2=[N:36][CH:37]=[C:38](/[CH:40]=[CH:41]/[C:42](O)=[O:43])[CH:39]=[C:34]2[O:33]1.Cl.CN1CC2C=C(/C=C/C(O)=O)C=NC=2NC(=O)C1. No catalyst specified. The product is [CH3:1][N:2]([CH2:3][C:4]1[N:5]([CH3:13])[C:6]2[C:11]([CH:12]=1)=[CH:10][CH:9]=[CH:8][CH:7]=2)[C:42](=[O:43])/[CH:41]=[CH:40]/[C:38]1[CH:39]=[C:34]2[O:33][C:32](=[O:31])[NH:45][C:35]2=[N:36][CH:37]=1. The yield is 0.340.